Task: Regression. Given a peptide amino acid sequence and an MHC pseudo amino acid sequence, predict their binding affinity value. This is MHC class II binding data.. Dataset: Peptide-MHC class II binding affinity with 134,281 pairs from IEDB (1) The peptide sequence is TIDLTSEKPAVNSPR. The MHC is H-2-IAb with pseudo-sequence H-2-IAb. The binding affinity (normalized) is 0.325. (2) The peptide sequence is AFILDGDNLFPKM. The binding affinity (normalized) is 0.582. The MHC is DRB1_0401 with pseudo-sequence DRB1_0401. (3) The binding affinity (normalized) is 0.0910. The peptide sequence is STGGAYDTYKCIPSL. The MHC is DRB1_1201 with pseudo-sequence DRB1_1201. (4) The peptide sequence is AIFVHGPTTVESHGN. The MHC is DRB1_0101 with pseudo-sequence DRB1_0101. The binding affinity (normalized) is 0.595. (5) The peptide sequence is YKLIDNSLILLECFV. The MHC is DRB1_0901 with pseudo-sequence DRB1_0901. The binding affinity (normalized) is 0.0210. (6) The peptide sequence is AHGIPKVPPGPNITA. The MHC is HLA-DQA10201-DQB10202 with pseudo-sequence HLA-DQA10201-DQB10202. The binding affinity (normalized) is 0. (7) The peptide sequence is EGATPEAKYDAYVAT. The MHC is HLA-DQA10101-DQB10501 with pseudo-sequence HLA-DQA10101-DQB10501. The binding affinity (normalized) is 0.110. (8) The MHC is HLA-DQA10501-DQB10302 with pseudo-sequence HLA-DQA10501-DQB10302. The peptide sequence is KLAQRRVFHGVAKNP. The binding affinity (normalized) is 0.312. (9) The peptide sequence is PCRAGFETNVSHNVQ. The MHC is HLA-DQA10501-DQB10201 with pseudo-sequence HLA-DQA10501-DQB10201. The binding affinity (normalized) is 0.126. (10) The peptide sequence is SEIEEFRDRARVPLT. The MHC is DRB1_1101 with pseudo-sequence DRB1_1101. The binding affinity (normalized) is 0.337.